From a dataset of Forward reaction prediction with 1.9M reactions from USPTO patents (1976-2016). Predict the product of the given reaction. (1) Given the reactants [CH2:1]([C:8]1[C:9]([NH:21][C:22](=[S:30])[CH2:23][C:24]2[CH:29]=[CH:28][CH:27]=[CH:26][CH:25]=2)=[N:10][CH:11]=[C:12]([C:14]2[CH:19]=[CH:18][C:17]([OH:20])=[CH:16][CH:15]=2)[N:13]=1)[C:2]1[CH:7]=[CH:6][CH:5]=[CH:4][CH:3]=1.[C:31](OC(=O)C)(=[O:33])[CH3:32].C(=O)(O)[O-].[Na+].C(OCC)(=O)C, predict the reaction product. The product is: [C:31]([O:20][C:17]1[CH:18]=[CH:19][C:14]([C:12]2[N:13]=[C:8]([CH2:1][C:2]3[CH:3]=[CH:4][CH:5]=[CH:6][CH:7]=3)[C:9]([NH:21][C:22](=[S:30])[CH2:23][C:24]3[CH:29]=[CH:28][CH:27]=[CH:26][CH:25]=3)=[N:10][CH:11]=2)=[CH:15][CH:16]=1)(=[O:33])[CH3:32]. (2) Given the reactants [NH2:1][C:2]1[N:10]=[C:9]([CH2:11][O:12][CH3:13])[CH:8]=[CH:7][C:3]=1[C:4]([OH:6])=O.[CH3:14][C:15]1[CH:16]=[C:17]([O:21][C:22]2[CH:29]=[CH:28][C:25]([CH2:26][NH2:27])=[CH:24][CH:23]=2)[CH:18]=[CH:19][CH:20]=1.CN([P+](ON1N=NC2C=CC=CC1=2)(N(C)C)N(C)C)C.F[P-](F)(F)(F)(F)F.C(=O)(O)[O-].[Na+], predict the reaction product. The product is: [CH3:14][C:15]1[CH:16]=[C:17]([O:21][C:22]2[CH:29]=[CH:28][C:25]([CH2:26][NH:27][C:4](=[O:6])[C:3]3[CH:7]=[CH:8][C:9]([CH2:11][O:12][CH3:13])=[N:10][C:2]=3[NH2:1])=[CH:24][CH:23]=2)[CH:18]=[CH:19][CH:20]=1.